Dataset: Forward reaction prediction with 1.9M reactions from USPTO patents (1976-2016). Task: Predict the product of the given reaction. Given the reactants [CH:1]1([C:4]2[C:9]([C:10]([O:12][CH2:13]C)=[O:11])=[CH:8][N:7]=[C:6](N3CCOCC3)[N:5]=2)[CH2:3][CH2:2]1.[CH:21]1(C(C(=CN(C)C)C(OC)=O)=O)CC1, predict the reaction product. The product is: [CH3:21][C:6]1[N:5]=[C:4]([CH:1]2[CH2:3][CH2:2]2)[C:9]([C:10]([O:12][CH3:13])=[O:11])=[CH:8][N:7]=1.